This data is from Reaction yield outcomes from USPTO patents with 853,638 reactions. The task is: Predict the reaction yield, written as a fraction of the theoretical maximum amount of product (1.0 means a 100% yield; for example, 0.34 means a 34% yield). (1) The reactants are Br[C:2]1[CH:27]=[CH:26][C:5]([CH2:6][NH:7][C:8]2[CH:13]=[C:12]([O:14][CH2:15][C:16]3[CH:21]=[CH:20][C:19]([CH3:22])=[CH:18][N:17]=3)[CH:11]=[CH:10][C:9]=2[N+:23]([O-:25])=[O:24])=[C:4]([F:28])[CH:3]=1.CC(OC1C=CC=C(OC(C)C)C=1C1C(P(C2CCCCC2)C2CCCCC2)=CC=CC=1)C.Cl.[F:63][C:64]1([F:68])[CH2:67][NH:66][CH2:65]1.N#N. No catalyst specified. The product is [F:63][C:64]1([F:68])[CH2:67][N:66]([C:2]2[CH:27]=[CH:26][C:5]([CH2:6][NH:7][C:8]3[CH:13]=[C:12]([O:14][CH2:15][C:16]4[CH:21]=[CH:20][C:19]([CH3:22])=[CH:18][N:17]=4)[CH:11]=[CH:10][C:9]=3[N+:23]([O-:25])=[O:24])=[C:4]([F:28])[CH:3]=2)[CH2:65]1. The yield is 0.610. (2) The reactants are I[CH2:2][C@@H:3]([CH3:16])[CH2:4][N:5]1[C:10]2[CH:11]=[CH:12][CH:13]=[CH:14][C:9]=2[S:8][CH2:7][C:6]1=[O:15].[CH2:17]([CH:21]1[CH2:26][CH2:25][NH:24][CH2:23][CH2:22]1)[CH2:18][CH2:19][CH3:20]. The catalyst is CC#N. The product is [CH2:17]([CH:21]1[CH2:26][CH2:25][N:24]([CH2:2][C@@H:3]([CH3:16])[CH2:4][N:5]2[C:10]3[CH:11]=[CH:12][CH:13]=[CH:14][C:9]=3[S:8][CH2:7][C:6]2=[O:15])[CH2:23][CH2:22]1)[CH2:18][CH2:19][CH3:20]. The yield is 0.750. (3) The reactants are [F:1][C:2]1[CH:3]=[CH:4][C:5]([NH:8][NH2:9])=[N:6][CH:7]=1.[CH2:10]1[C:12]2([CH2:17][CH2:16][CH2:15][CH2:14][N:13]2[C:18](Cl)=[O:19])[CH2:11]1.CCN(C(C)C)C(C)C.O. The catalyst is C(Cl)Cl. The product is [F:1][C:2]1[CH:3]=[CH:4][C:5]([NH:8][NH:9][C:18]([N:13]2[CH2:14][CH2:15][CH2:16][CH2:17][C:12]32[CH2:10][CH2:11]3)=[O:19])=[N:6][CH:7]=1. The yield is 0.740. (4) The reactants are [CH2:1]([C:4]1[CH:10]=[CH:9][C:7]([NH2:8])=[CH:6][C:5]=1[N+:11]([O-:13])=[O:12])[CH2:2][CH3:3].[CH3:14][C:15]([O:18][C:19](O[C:19]([O:18][C:15]([CH3:17])([CH3:16])[CH3:14])=[O:20])=[O:20])([CH3:17])[CH3:16]. The catalyst is N1C=CC=CC=1.C(Cl)Cl. The product is [C:15]([O:18][C:19](=[O:20])[NH:8][C:7]1[CH:9]=[CH:10][C:4]([CH2:1][CH2:2][CH3:3])=[C:5]([N+:11]([O-:13])=[O:12])[CH:6]=1)([CH3:17])([CH3:16])[CH3:14]. The yield is 0.870. (5) The reactants are C(NC(C)C)(C)C.C([Li])CCC.[CH:13]([C:15]1[CH:16]=[C:17]2[C:22](=[CH:23][CH:24]=1)/[C:21](=[N:25]/[OH:26])/[CH2:20][CH2:19][CH2:18]2)=[CH2:14].[C:27]1([N:33]2[C:37]([C:38]([F:41])([F:40])[F:39])=[C:36]([C:42](OCC)=O)[CH:35]=[N:34]2)[CH:32]=[CH:31][CH:30]=[CH:29][CH:28]=1.C(=O)=O.S(Cl)(Cl)=O.N1C=CC=CC=1. The catalyst is C1COCC1.CCCCCCC.C(OCC)(=O)C.C1(C)C=CC=CC=1. The product is [C:27]1([N:33]2[C:37]([C:38]([F:41])([F:40])[F:39])=[C:36]([C:42]3[O:26][N:25]=[C:21]4[C:22]5[C:17]([CH2:18][CH2:19][C:20]=34)=[CH:16][C:15]([CH:13]=[CH2:14])=[CH:24][CH:23]=5)[CH:35]=[N:34]2)[CH:28]=[CH:29][CH:30]=[CH:31][CH:32]=1. The yield is 0.391. (6) The reactants are Cl[C:2]([O:4][C:5]1[CH:10]=[CH:9][CH:8]=[CH:7][CH:6]=1)=[O:3].[CH:11]([O:14][C:15]1[CH:21]=[CH:20][C:18]([NH2:19])=[CH:17][CH:16]=1)([CH3:13])[CH3:12].C(#N)C.C(N(CC)CC)C. The catalyst is C1(C)C=CC=CC=1. The product is [CH:11]([O:14][C:15]1[CH:21]=[CH:20][C:18]([NH:19][C:2](=[O:3])[O:4][C:5]2[CH:10]=[CH:9][CH:8]=[CH:7][CH:6]=2)=[CH:17][CH:16]=1)([CH3:13])[CH3:12]. The yield is 0.800. (7) The reactants are COCCOC.Br[C:8]1[CH:9]=[CH:10][C:11]2[O:15][C:14]([CH2:16][OH:17])=[CH:13][C:12]=2[CH:18]=1.[CH3:19][O:20][C:21]([C:23]1[CH:28]=[CH:27][C:26](B(O)O)=[CH:25][CH:24]=1)=[O:22].C([O-])([O-])=O.[Na+].[Na+]. The catalyst is CO.[Pd].C1(P(C2C=CC=CC=2)C2C=CC=CC=2)C=CC=CC=1.C1(P(C2C=CC=CC=2)C2C=CC=CC=2)C=CC=CC=1.C1(P(C2C=CC=CC=2)C2C=CC=CC=2)C=CC=CC=1.C1(P(C2C=CC=CC=2)C2C=CC=CC=2)C=CC=CC=1.CO.C(Cl)Cl. The product is [OH:17][CH2:16][C:14]1[O:15][C:11]2[CH:10]=[CH:9][C:8]([C:26]3[CH:27]=[CH:28][C:23]([C:21]([O:20][CH3:19])=[O:22])=[CH:24][CH:25]=3)=[CH:18][C:12]=2[CH:13]=1. The yield is 0.800.